Task: Predict the reactants needed to synthesize the given product.. Dataset: Full USPTO retrosynthesis dataset with 1.9M reactions from patents (1976-2016) (1) Given the product [F:15][C:10]1[C:11]([O:13][CH3:14])=[N:12][C:7]([N:5]2[CH2:4][CH:3]([CH2:17][OH:18])[C:2]([NH:1][C:34]([NH:33][C:25](=[O:32])[C:26]3[CH:27]=[CH:28][CH:29]=[CH:30][CH:31]=3)=[S:35])([C:19]3[CH:24]=[N:23][CH:22]=[CH:21][N:20]=3)[CH2:6]2)=[N:8][C:9]=1[CH3:16], predict the reactants needed to synthesize it. The reactants are: [NH2:1][C:2]1([C:19]2[CH:24]=[N:23][CH:22]=[CH:21][N:20]=2)[CH2:6][N:5]([C:7]2[N:12]=[C:11]([O:13][CH3:14])[C:10]([F:15])=[C:9]([CH3:16])[N:8]=2)[CH2:4][CH:3]1[CH2:17][OH:18].[C:25]([N:33]=[C:34]=[S:35])(=[O:32])[C:26]1[CH:31]=[CH:30][CH:29]=[CH:28][CH:27]=1. (2) Given the product [N:1]1[CH:6]=[CH:5][C:4]([CH:7]2[C@H:9]3[CH2:10][C:11]4[C:12]([C:16]([OH:18])=[O:17])=[N:13][NH:14][C:15]=4[C@@H:8]23)=[CH:3][CH:2]=1, predict the reactants needed to synthesize it. The reactants are: [N:1]1[CH:6]=[CH:5][C:4]([CH:7]2[C@H:9]3[CH2:10][C:11]4[C:12]([C:16]([O:18]CC)=[O:17])=[N:13][NH:14][C:15]=4[C@@H:8]23)=[CH:3][CH:2]=1.[Li+].[OH-]. (3) Given the product [Cl:1][C:2]1[CH:3]=[C:4]([CH:46]=[C:47]([Cl:49])[CH:48]=1)[CH2:5][N:6]([CH2:24][C:25]1[CH:30]=[C:29]([C:31]([F:32])([F:33])[F:34])[CH:28]=[CH:27][C:26]=1[C:35]1[CH:40]=[C:39]([CH:41]([CH3:43])[CH3:42])[CH:38]=[CH:37][C:36]=1[O:44][CH3:45])[C:7]1[N:8]=[CH:9][C:10]([O:13][CH2:14][CH2:15][CH2:16][C:17]([OH:19])=[O:18])=[CH:11][N:12]=1, predict the reactants needed to synthesize it. The reactants are: [Cl:1][C:2]1[CH:3]=[C:4]([CH:46]=[C:47]([Cl:49])[CH:48]=1)[CH2:5][N:6]([CH2:24][C:25]1[CH:30]=[C:29]([C:31]([F:34])([F:33])[F:32])[CH:28]=[CH:27][C:26]=1[C:35]1[CH:40]=[C:39]([CH:41]([CH3:43])[CH3:42])[CH:38]=[CH:37][C:36]=1[O:44][CH3:45])[C:7]1[N:12]=[CH:11][C:10]([O:13][CH2:14][CH2:15][CH2:16][C:17]([O:19]C(C)(C)C)=[O:18])=[CH:9][N:8]=1.Cl.O1CCOCC1. (4) Given the product [ClH:49].[ClH:49].[ClH:49].[NH2:41][C:37]1([C:34]2[CH:33]=[CH:32][C:31]([C:30]3[N:16]4[C:17]5[CH:29]=[CH:28][CH:27]=[N:26][C:18]=5[NH:19][C:20]5[CH:25]=[CH:24][CH:23]=[CH:22][C:21]=5[C:15]4=[N:14][C:13]=3[C:10]3[CH:9]=[CH:8][C:7]([NH:6][C:4]([CH:1]4[CH2:3][CH2:2]4)=[O:5])=[CH:12][CH:11]=3)=[CH:36][CH:35]=2)[CH2:40][CH2:39][CH2:38]1, predict the reactants needed to synthesize it. The reactants are: [CH:1]1([C:4]([NH:6][C:7]2[CH:12]=[CH:11][C:10]([C:13]3[N:14]=[C:15]4[C:21]5[CH:22]=[CH:23][CH:24]=[CH:25][C:20]=5[NH:19][C:18]5[N:26]=[CH:27][CH:28]=[CH:29][C:17]=5[N:16]4[C:30]=3[C:31]3[CH:36]=[CH:35][C:34]([C:37]4([NH:41]C(=O)OC(C)(C)C)[CH2:40][CH2:39][CH2:38]4)=[CH:33][CH:32]=3)=[CH:9][CH:8]=2)=[O:5])[CH2:3][CH2:2]1.[ClH:49].O1CCOCC1. (5) Given the product [CH3:8][C:6]1[N:5]=[C:4]([NH2:9])[CH:3]=[C:2]([B:15]2[O:19][C:18]([CH3:21])([CH3:20])[C:17]([CH3:23])([CH3:22])[O:16]2)[CH:7]=1, predict the reactants needed to synthesize it. The reactants are: Cl[C:2]1[CH:7]=[C:6]([CH3:8])[N:5]=[C:4]([NH2:9])[CH:3]=1.C([O-])(=O)C.[K+].[B:15]1([B:15]2[O:19][C:18]([CH3:21])([CH3:20])[C:17]([CH3:23])([CH3:22])[O:16]2)[O:19][C:18]([CH3:21])([CH3:20])[C:17]([CH3:23])([CH3:22])[O:16]1.C1(P(C2CCCCC2)C2CCCCC2)CCCCC1. (6) Given the product [C:23]([C:22]1[CH:21]=[C:20]([N:15]2[CH:16]=[CH:17][C:18](=[S:40])[C:13]([CH2:12][C:11]3[CH:10]=[C:9]([NH:8][C:1](=[O:2])[C:3]([F:6])([F:5])[F:4])[CH:30]=[CH:29][CH:28]=3)=[N:14]2)[CH:27]=[CH:26][CH:25]=1)#[N:24], predict the reactants needed to synthesize it. The reactants are: [C:1](O)([C:3]([F:6])([F:5])[F:4])=[O:2].[NH2:8][C:9]1[CH:10]=[C:11]([CH:28]=[CH:29][CH:30]=1)[CH2:12][C:13]1[C:18](=O)[CH:17]=[CH:16][N:15]([C:20]2[CH:21]=[C:22]([CH:25]=[CH:26][CH:27]=2)[C:23]#[N:24])[N:14]=1.COC1C=CC(P2(SP(C3C=CC(OC)=CC=3)(=S)S2)=[S:40])=CC=1. (7) Given the product [Cl:22][CH2:21][CH2:20][CH2:19][CH2:18][N:10]1[CH:11]=[CH:12][C:7]([C:6]2[C:2]([CH3:1])=[N:3][O:4][C:5]=2[CH3:14])=[N:8][C:9]1=[O:13], predict the reactants needed to synthesize it. The reactants are: [CH3:1][C:2]1[C:6]([C:7]2[CH:12]=[CH:11][NH:10][C:9](=[O:13])[N:8]=2)=[C:5]([CH3:14])[O:4][N:3]=1.[H-].[Na+].Br[CH2:18][CH2:19][CH2:20][CH2:21][Cl:22].O.